The task is: Binary Classification. Given a drug SMILES string, predict its activity (active/inactive) in a high-throughput screening assay against a specified biological target.. This data is from KCNQ2 potassium channel screen with 302,405 compounds. (1) The drug is Clc1ccc(C(=O)NCC(=O)NC(C(C)(C)C)C(=O)NC)cc1. The result is 0 (inactive). (2) The drug is O(c1c(ccc(OC)c1)C=O)C. The result is 0 (inactive). (3) The compound is O=c1[nH]c(=O)n(c2nc(NC3CCCCC3)n(CCCCC)c12)C. The result is 0 (inactive). (4) The compound is Clc1cc(NC(=O)COC(=O)/C=C\C(OCC)=O)ccc1OC. The result is 0 (inactive). (5) The drug is S(=O)(=O)(N)c1ccc(CCNC(=O)c2oc(cc2)C)cc1. The result is 0 (inactive). (6) The compound is o1n2c(N)c(/C=C3\C=C(OCC)C(=O)C=C3)c(=O)nc2cc1C. The result is 0 (inactive). (7) The molecule is S(c1c(NC(=O)C)cc(C(=O)N2CCN(CC2)C)cc1)c1ccc(cc1)C. The result is 0 (inactive). (8) The drug is Brc1ccc(C(=O)c2c(sc(c2)CC)NC(=O)CN(CC)CC)cc1. The result is 0 (inactive). (9) The molecule is S(=O)(=O)(N)c1cc([N+]([O-])=O)c(N\N=C2/CCCc3c2cc(cc3C)C)cc1. The result is 0 (inactive). (10) The drug is Clc1c(CNc2[nH]n3c(=O)c4CCCc4nc3n2)cccc1. The result is 0 (inactive).